This data is from Catalyst prediction with 721,799 reactions and 888 catalyst types from USPTO. The task is: Predict which catalyst facilitates the given reaction. (1) Reactant: [Li]CCCC.CCCCCC.[CH3:12][N:13]1[CH:17]=[N:16][NH:15][C:14]1=[S:18].[Cl:19][C:20]1[CH:48]=[CH:47][C:23]([C:24]([C:26]2[CH:27]=[C:28]3[C:33](=[CH:34][CH:35]=2)[N:32]([CH3:36])[C:31](=[O:37])[CH:30]=[C:29]3[CH2:38][CH2:39][C:40]2[CH:45]=[CH:44][CH:43]=[C:42]([Cl:46])[CH:41]=2)=[O:25])=[CH:22][CH:21]=1. Product: [Cl:46][C:42]1[CH:41]=[C:40]([CH2:39][CH2:38][C:29]2[C:28]3[C:33](=[CH:34][CH:35]=[C:26]([C:24]([C:23]4[CH:22]=[CH:21][C:20]([Cl:19])=[CH:48][CH:47]=4)([OH:25])[C:17]4[N:13]([CH3:12])[C:14]([SH:18])=[N:15][N:16]=4)[CH:27]=3)[N:32]([CH3:36])[C:31](=[O:37])[CH:30]=2)[CH:45]=[CH:44][CH:43]=1. The catalyst class is: 20. (2) Reactant: [CH3:1][C:2]1([CH3:14])[C:6]([CH3:8])([CH3:7])[O:5][B:4]([C:9]2[CH:10]=[N:11][NH:12][CH:13]=2)[O:3]1.C([O-])([O-])=O.[Cs+].[Cs+].[CH3:21][C:22]1([CH3:25])[CH2:24][O:23]1. Product: [CH3:21][C:22]([OH:23])([CH3:25])[CH2:24][N:12]1[CH:13]=[C:9]([B:4]2[O:5][C:6]([CH3:7])([CH3:8])[C:2]([CH3:14])([CH3:1])[O:3]2)[CH:10]=[N:11]1. The catalyst class is: 2. (3) Reactant: I[Si](C)(C)C.[C:6]([NH:14][C:15]1[S:16][CH2:17][C@@H:18]2[CH2:23][N:22](C(OCC3C=CC=CC=3)=O)[CH2:21][C@:19]2([C:34]2[CH:39]=[CH:38][CH:37]=[CH:36][CH:35]=2)[N:20]=1)(=[O:13])[C:7]1[CH:12]=[CH:11][CH:10]=[CH:9][CH:8]=1. Product: [C:34]1([C@:19]23[CH2:21][NH:22][CH2:23][C@H:18]2[CH2:17][S:16][C:15]([NH:14][C:6](=[O:13])[C:7]2[CH:8]=[CH:9][CH:10]=[CH:11][CH:12]=2)=[N:20]3)[CH:35]=[CH:36][CH:37]=[CH:38][CH:39]=1. The catalyst class is: 10. (4) Reactant: [Cl:1][C:2]1[CH:3]=[C:4]([CH:8]2[C:13]([C:14](O)=[O:15])=[C:12]([CH2:17][O:18][CH2:19][CH2:20][CH:21]3[CH2:26][CH2:25][CH2:24][CH2:23][CH2:22]3)[NH:11][C:10]([C:27]3[CH:32]=[CH:31][CH:30]=[CH:29][CH:28]=3)=[N:9]2)[CH:5]=[CH:6][CH:7]=1.[C:33]1([CH:39]([C:43]2[CH:48]=[CH:47][CH:46]=[CH:45][CH:44]=2)[CH2:40][CH2:41][NH2:42])[CH:38]=[CH:37][CH:36]=[CH:35][CH:34]=1.CCN=C=NCCCN(C)C.Cl.ON1C2C=CC=CC=2N=N1. Product: [Cl:1][C:2]1[CH:3]=[C:4]([CH:8]2[C:13]([C:14](=[O:15])[NH:42][CH2:41][CH2:40][CH:39]([C:33]3[CH:38]=[CH:37][CH:36]=[CH:35][CH:34]=3)[C:43]3[CH:48]=[CH:47][CH:46]=[CH:45][CH:44]=3)=[C:12]([CH2:17][O:18][CH2:19][CH2:20][CH:21]3[CH2:22][CH2:23][CH2:24][CH2:25][CH2:26]3)[NH:11][C:10]([C:27]3[CH:32]=[CH:31][CH:30]=[CH:29][CH:28]=3)=[N:9]2)[CH:5]=[CH:6][CH:7]=1. The catalyst class is: 4. (5) Reactant: [CH:1]1[C:10]2[C:11]3[CH2:17][CH2:16][CH2:15][CH2:14][CH2:13][C:12]=3[N:8]3[C:9]=2[C:4]([CH2:5][CH2:6][CH2:7]3)=[CH:3][C:2]=1[NH2:18].[CH3:19][C:20]([CH3:25])([CH3:24])[C:21](Cl)=[O:22]. Product: [CH:1]1[C:10]2[C:11]3[CH2:17][CH2:16][CH2:15][CH2:14][CH2:13][C:12]=3[N:8]3[C:9]=2[C:4]([CH2:5][CH2:6][CH2:7]3)=[CH:3][C:2]=1[NH:18][C:21](=[O:22])[C:20]([CH3:25])([CH3:24])[CH3:19]. The catalyst class is: 4.